From a dataset of Forward reaction prediction with 1.9M reactions from USPTO patents (1976-2016). Predict the product of the given reaction. Given the reactants [CH2:1]([C:4]1([C:32]([O-:34])=[O:33])[CH2:9][CH2:8][N:7]([C:10]2[N:15]=[CH:14][C:13]([C:16]3[CH:17]=[C:18](Br)[C:19]4[S:23][C:22]([NH:24][C:25]([NH:27][CH2:28][CH3:29])=[O:26])=[N:21][C:20]=4[CH:30]=3)=[CH:12][N:11]=2)[CH2:6][CH2:5]1)[CH:2]=[CH2:3].B1(B2OC[C:46]([CH3:50])(C)CO2)OCC(C)(C)CO1.C([O-])(=O)C.[K+].Cl[C:57]1[CH:62]=[N:61][CH:60]=[CH:59][N:58]=1.C([O-])([O-])=O.[Cs+].[Cs+], predict the reaction product. The product is: [CH2:1]([C:4]1([C:32]([O:34][CH2:46][CH3:50])=[O:33])[CH2:9][CH2:8][N:7]([C:10]2[N:15]=[CH:14][C:13]([C:16]3[CH:17]=[C:18]([C:57]4[CH:62]=[N:61][CH:60]=[CH:59][N:58]=4)[C:19]4[S:23][C:22]([NH:24][C:25](=[O:26])[NH:27][CH2:28][CH3:29])=[N:21][C:20]=4[CH:30]=3)=[CH:12][N:11]=2)[CH2:6][CH2:5]1)[CH:2]=[CH2:3].